Dataset: Catalyst prediction with 721,799 reactions and 888 catalyst types from USPTO. Task: Predict which catalyst facilitates the given reaction. (1) Reactant: Br[C:2]1[N:3]=[C:4]2[C:8](=[N:9][CH:10]=1)[NH:7][CH:6]=[CH:5]2.[N:11]1[CH:16]=[CH:15][C:14](B(O)O)=[CH:13][CH:12]=1.C([O-])([O-])=O.[Na+].[Na+]. Product: [N:11]1[CH:16]=[CH:15][C:14]([C:2]2[N:3]=[C:4]3[CH:5]=[CH:6][NH:7][C:8]3=[N:9][CH:10]=2)=[CH:13][CH:12]=1. The catalyst class is: 23. (2) Reactant: Br[C:2]1[N:6]=[CH:5][N:4]([C:7]2[CH:12]=[CH:11][CH:10]=[CH:9][N:8]=2)[N:3]=1.[Cl:13][C:14]1[CH:15]=[C:16](B(O)O)[CH:17]=[CH:18][CH:19]=1.C(=O)([O-])[O-].[K+].[K+].CCOC(C)=O. Product: [Cl:13][C:14]1[CH:19]=[C:18]([C:2]2[N:6]=[CH:5][N:4]([C:7]3[CH:12]=[CH:11][CH:10]=[CH:9][N:8]=3)[N:3]=2)[CH:17]=[CH:16][CH:15]=1. The catalyst class is: 109.